From a dataset of Full USPTO retrosynthesis dataset with 1.9M reactions from patents (1976-2016). Predict the reactants needed to synthesize the given product. (1) Given the product [N:36]([CH2:22][CH2:21][CH2:20][C:17]1[CH:16]=[CH:15][C:14]([NH:13][C:11]2[N:10]=[CH:9][C:8]([CH2:28][C:29]([NH2:31])=[O:30])=[C:7]([NH:6][CH2:5][C:4]3[CH:32]=[C:33]([F:35])[CH:34]=[C:2]([F:1])[CH:3]=3)[CH:12]=2)=[CH:19][CH:18]=1)=[N+:37]=[N-:38], predict the reactants needed to synthesize it. The reactants are: [F:1][C:2]1[CH:3]=[C:4]([CH:32]=[C:33]([F:35])[CH:34]=1)[CH2:5][NH:6][C:7]1[CH:12]=[C:11]([NH:13][C:14]2[CH:19]=[CH:18][C:17]([CH2:20][CH2:21][CH2:22]OS(C)(=O)=O)=[CH:16][CH:15]=2)[N:10]=[CH:9][C:8]=1[CH2:28][C:29]([NH2:31])=[O:30].[N-:36]=[N+:37]=[N-:38].[Na+].CCCCCC. (2) Given the product [Cl:24][C:25]1[CH:26]=[C:27]([CH:31]=[CH:32][CH:33]=1)[C:28]([NH:1][C:2]1[CH:15]=[CH:14][C:13]([I:16])=[CH:12][C:3]=1[C:4]([NH:6][CH2:7][C:8]([O:10][CH3:11])=[O:9])=[O:5])=[O:29], predict the reactants needed to synthesize it. The reactants are: [NH2:1][C:2]1[CH:15]=[CH:14][C:13]([I:16])=[CH:12][C:3]=1[C:4]([NH:6][CH2:7][C:8]([O:10][CH3:11])=[O:9])=[O:5].C(N(CC)CC)C.[Cl:24][C:25]1[CH:26]=[C:27]([CH:31]=[CH:32][CH:33]=1)[C:28](Cl)=[O:29]. (3) Given the product [CH3:1][O:2][C:3](=[O:31])[CH2:4][O:5][C:6]1[CH:15]=[CH:14][C:13]([Cl:16])=[C:12]2[C:7]=1[C:8]([O:30][CH:44]([F:46])[F:45])=[C:9]([CH2:18][C:19]1[CH:24]=[CH:23][C:22]([S:25]([CH3:28])(=[O:26])=[O:27])=[CH:21][C:20]=1[Cl:29])[C:10]([CH3:17])=[N:11]2, predict the reactants needed to synthesize it. The reactants are: [CH3:1][O:2][C:3](=[O:31])[CH2:4][O:5][C:6]1[CH:15]=[CH:14][C:13]([Cl:16])=[C:12]2[C:7]=1[C:8](=[O:30])[C:9]([CH2:18][C:19]1[CH:24]=[CH:23][C:22]([S:25]([CH3:28])(=[O:27])=[O:26])=[CH:21][C:20]=1[Cl:29])=[C:10]([CH3:17])[NH:11]2.CN(C)C=O.C(=O)([O-])[O-].[K+].[K+].Cl[C:44](OC(=O)C)([F:46])[F:45]. (4) Given the product [CH3:22][C:23]1[CH:28]=[CH:27][C:26]([CH3:29])=[CH:25][C:24]=1[S:30]([NH:1][C@H:2]1[CH2:6][N:5]([C:7]([O:9][C:10]([CH3:13])([CH3:12])[CH3:11])=[O:8])[C@@H:4]([CH3:14])[CH2:3]1)(=[O:31])=[O:32], predict the reactants needed to synthesize it. The reactants are: [NH2:1][C@H:2]1[CH2:6][N:5]([C:7]([O:9][C:10]([CH3:13])([CH3:12])[CH3:11])=[O:8])[C@@H:4]([CH3:14])[CH2:3]1.C(N(CC)CC)C.[CH3:22][C:23]1[CH:28]=[CH:27][C:26]([CH3:29])=[CH:25][C:24]=1[S:30](Cl)(=[O:32])=[O:31].O.